Dataset: Catalyst prediction with 721,799 reactions and 888 catalyst types from USPTO. Task: Predict which catalyst facilitates the given reaction. Reactant: [CH3:1][C:2]1[CH:3]=[C:4]([O:15][C:16]2[C:25]3[C:20](=[CH:21][C:22]([OH:28])=[C:23]([O:26][CH3:27])[CH:24]=3)[N:19]=[CH:18][CH:17]=2)[C:5]([C:9]2[CH:10]=[N:11][CH:12]=[CH:13][CH:14]=2)=[N:6][C:7]=1[CH3:8].C(=O)([O-])[O-].[K+].[K+].[CH2:35]([CH:37]1[O:39][CH2:38]1)Br.O. Product: [CH3:27][O:26][C:23]1[CH:24]=[C:25]2[C:20](=[CH:21][C:22]=1[O:28][CH2:35][CH:37]1[CH2:38][O:39]1)[N:19]=[CH:18][CH:17]=[C:16]2[O:15][C:4]1[C:5]([C:9]2[CH:10]=[N:11][CH:12]=[CH:13][CH:14]=2)=[N:6][C:7]([CH3:8])=[C:2]([CH3:1])[CH:3]=1. The catalyst class is: 9.